From a dataset of Reaction yield outcomes from USPTO patents with 853,638 reactions. Predict the reaction yield, written as a fraction of the theoretical maximum amount of product (1.0 means a 100% yield; for example, 0.34 means a 34% yield). (1) The reactants are Cl[C:2]1[N:10]=[CH:9][N:8]=[C:7]2[C:3]=1[N:4]=[C:5]([C:18]1[CH:23]=[CH:22][CH:21]=[CH:20][C:19]=1[Cl:24])[N:6]2[C:11]1[CH:16]=[CH:15][C:14]([Cl:17])=[CH:13][CH:12]=1.[C:25]([NH:29][C:30]([C:32]1([C:38]2[CH:43]=[CH:42][CH:41]=[CH:40][CH:39]=2)[CH2:37][CH2:36][NH:35][CH2:34][CH2:33]1)=[O:31])([CH3:28])([CH3:27])[CH3:26].C(N(CC)CC)C. The catalyst is C(O)C. The product is [C:25]([NH:29][C:30]([C:32]1([C:38]2[CH:43]=[CH:42][CH:41]=[CH:40][CH:39]=2)[CH2:37][CH2:36][N:35]([C:2]2[N:10]=[CH:9][N:8]=[C:7]3[C:3]=2[N:4]=[C:5]([C:18]2[CH:23]=[CH:22][CH:21]=[CH:20][C:19]=2[Cl:24])[N:6]3[C:11]2[CH:12]=[CH:13][C:14]([Cl:17])=[CH:15][CH:16]=2)[CH2:34][CH2:33]1)=[O:31])([CH3:28])([CH3:26])[CH3:27]. The yield is 0.720. (2) The reactants are O=S(Cl)Cl.[Cl:5][C:6]1[CH:11]=[CH:10][C:9]([CH2:12][CH2:13][C:14]([OH:16])=[O:15])=[CH:8][CH:7]=1.[CH3:17]O. No catalyst specified. The product is [Cl:5][C:6]1[CH:7]=[CH:8][C:9]([CH2:12][CH2:13][C:14]([O:16][CH3:17])=[O:15])=[CH:10][CH:11]=1. The yield is 0.970. (3) The reactants are [OH:1][C:2]1[C:11]2[C:6](=[CH:7][CH:8]=[CH:9][CH:10]=2)[N:5]=[CH:4][C:3]=1[C:12]([OH:14])=O.CN(C(ON1N=NC2C=CC=NC1=2)=[N+](C)C)C.F[P-](F)(F)(F)(F)F.CCN(C(C)C)C(C)C.[NH2:48][C:49]1[CH:54]=[CH:53][CH:52]=[CH:51][CH:50]=1. The catalyst is CN(C=O)C. The product is [O:1]=[C:2]1[C:11]2[C:6](=[CH:7][CH:8]=[CH:9][CH:10]=2)[NH:5][CH:4]=[C:3]1[C:12]([NH:48][C:49]1[CH:54]=[CH:53][CH:52]=[CH:51][CH:50]=1)=[O:14]. The yield is 0.450.